Dataset: Full USPTO retrosynthesis dataset with 1.9M reactions from patents (1976-2016). Task: Predict the reactants needed to synthesize the given product. (1) Given the product [CH3:40][C:31]1[C:30]([CH3:29])=[C:12]([C:9]2[CH:10]=[C:11]3[C:6]([CH2:5][CH2:4][CH:3]3[N:2]([CH3:22])[CH3:1])=[CH:7][CH:8]=2)[N:33]([C:34]2[CH:39]=[CH:38][CH:37]=[CH:36][CH:35]=2)[N:32]=1, predict the reactants needed to synthesize it. The reactants are: [CH3:1][N:2]([CH3:22])[CH:3]1[C:11]2[C:6](=[CH:7][CH:8]=[C:9]([C:12]3N(C)N=C4C=3CCCC4)[CH:10]=2)[CH2:5][CH2:4]1.FC(F)(F)S(O[C:29]1[N:33]([C:34]2[CH:39]=[CH:38][CH:37]=[CH:36][CH:35]=2)[N:32]=[C:31]([CH3:40])[C:30]=1C)(=O)=O.CN(C)C1C2C(=CC=C(B3OC(C)(C)C(C)(C)O3)C=2)CC1.C([O-])([O-])=O.[Na+].[Na+].Cl. (2) The reactants are: [CH3:1][CH:2]([CH2:4][CH2:5][CH2:6][C@H:7]([C@@H:9]1[C@:27]2([CH3:28])[C@H:12]([C@H:13]3[C@H:24]([CH2:25][CH2:26]2)[C@:22]2([CH3:23])[C:16]([CH2:17][C@H:18]([CH2:20][CH2:21]2)[OH:19])=[CH:15][CH2:14]3)[CH2:11][CH2:10]1)[CH3:8])[CH3:3].C([O:32][CH2:33][CH2:34][O:35][CH2:36][CH2:37][O:38][CH2:39][CH2:40][O:41][CH2:42][CH2:43][OH:44])(=O)N. Given the product [CH3:3][CH:2]([CH2:4][CH2:5][CH2:6][C@H:7]([C@@H:9]1[C@:27]2([CH3:28])[C@H:12]([C@H:13]3[C@H:24]([CH2:25][CH2:26]2)[C@:22]2([CH3:23])[C:16]([CH2:17][C@H:18]([CH2:20][CH2:21]2)[OH:19])=[CH:15][CH2:14]3)[CH2:11][CH2:10]1)[CH3:8])[CH3:1].[CH2:43]([OH:44])[CH2:42][O:41][CH2:40][CH2:39][O:38][CH2:37][CH2:36][O:35][CH2:34][CH2:33][OH:32], predict the reactants needed to synthesize it. (3) Given the product [N:53]1([C:4](=[O:36])[CH2:5][CH2:6][C:7]2[CH:8]=[C:9]3[C:15]4([CH2:19][CH2:18][N:17]([C:20](=[O:22])[CH2:49][OH:50])[CH2:16]4)[CH2:14][N:13]([C:27]([NH:37][C:38]4[S:39][C:40]([CH3:43])=[CH:41][N:42]=4)=[O:29])[C:10]3=[CH:11][CH:12]=2)[CH2:56][CH2:55][CH2:54]1, predict the reactants needed to synthesize it. The reactants are: C(O[C:4](=[O:36])[CH2:5][CH2:6][C:7]1[CH:8]=[C:9]2[C:15]3([CH2:19][CH2:18][N:17]([C:20]([O:22]C(C)(C)C)=O)[CH2:16]3)[CH2:14][N:13]([C:27]([O:29]CC[Si](C)(C)C)=O)[C:10]2=[CH:11][CH:12]=1)C.[NH2:37][C:38]1[S:39][C:40]([CH3:43])=[CH:41][N:42]=1.C(OC[C:49](Cl)=[O:50])(=O)C.Cl.[NH:53]1[CH2:56][CH2:55][CH2:54]1. (4) Given the product [CH:17]12[CH2:22][CH:21]1[CH2:20][N:19]([C:23](=[O:39])[C:24]([C:27]1[S:28][C:29]([C:2]3[CH:7]=[CH:6][C:5]([S:8]([NH2:11])(=[O:10])=[O:9])=[CH:4][CH:3]=3)=[C:30]([C:32]3[CH:37]=[CH:36][C:35]([Cl:38])=[CH:34][CH:33]=3)[N:31]=1)([F:26])[F:25])[CH2:18]2, predict the reactants needed to synthesize it. The reactants are: Br[C:2]1[CH:7]=[CH:6][C:5]([S:8]([NH2:11])(=[O:10])=[O:9])=[CH:4][CH:3]=1.C([O-])(=O)C.[K+].[CH:17]12[CH2:22][CH:21]1[CH2:20][N:19]([C:23](=[O:39])[C:24]([C:27]1[S:28][CH:29]=[C:30]([C:32]3[CH:37]=[CH:36][C:35]([Cl:38])=[CH:34][CH:33]=3)[N:31]=1)([F:26])[F:25])[CH2:18]2. (5) Given the product [O:30]1[C:31]2([CH2:36][CH2:35][NH:34][CH2:33]2)[CH2:32][C:28]([C:27]#[C:26][C:22]2[CH:21]=[C:20]([OH:19])[CH:25]=[CH:24][CH:23]=2)=[N:29]1, predict the reactants needed to synthesize it. The reactants are: C1(C#CC2CC3(CCNCC3)ON=2)C=CC=CC=1.[OH:19][C:20]1[CH:21]=[C:22]([C:26]#[C:27][C:28]2[CH2:32][C:31]3([CH2:36][CH2:35][N:34](C(OC(C)(C)C)=O)[CH2:33]3)[O:30][N:29]=2)[CH:23]=[CH:24][CH:25]=1. (6) Given the product [N+:7]([C:10]1[CH:20]=[CH:19][CH:18]=[CH:17][C:11]=1[CH2:12][N:13]([CH2:14][C:15]#[N:16])[C:22](=[O:23])[O:24][CH2:25][CH3:26])([O-:9])=[O:8], predict the reactants needed to synthesize it. The reactants are: N1C=CC=CC=1.[N+:7]([C:10]1[CH:20]=[CH:19][CH:18]=[CH:17][C:11]=1[CH2:12][NH:13][CH2:14][C:15]#[N:16])([O-:9])=[O:8].Cl[C:22]([O:24][CH2:25][CH3:26])=[O:23]. (7) Given the product [C:35]([NH:38][C@@H:39]1[C@@H:44]([C@H:45]([OH:50])[C@H:46]([OH:49])[CH2:47][OH:48])[O:43][C@:42]([O:54][C@@H:55]2[C@@H:60]([OH:61])[C@H:59]([O:62][C@H:63]3[C@H:68]([OH:69])[C@@H:67]([CH2:70][O:71][C@:72]4([C:89]([OH:91])=[O:90])[CH2:77][C@H:76]([OH:78])[C@@H:75]([NH:79][C:80](=[O:82])[CH3:81])[C@H:74]([C@H:83]([OH:88])[C@H:84]([OH:87])[CH2:85][OH:86])[O:73]4)[O:66][C@@H:65]([O:92][C@@H:93]4[C@@H:94]([OH:109])[C@H:95]([O:102][CH2:103][CH2:104][CH2:105][CH2:106][CH2:25][NH:20][C:21](=[O:22])[CH2:23][CH2:24][SH:27])[O:96][C@H:97]([CH2:100][OH:101])[C@@H:98]4[OH:99])[C@@H:64]3[NH:110][C:111](=[O:113])[CH3:112])[O:58][C@H:57]([CH2:114][OH:115])[C@@H:56]2[O:116][C@H:117]2[CH:122]([NH:123][C:124](=[O:126])[CH3:125])[C@@H:121]([OH:127])[C@@H:120]([OH:128])[C@@H:119]([CH2:129][OH:130])[O:118]2)([C:51]([OH:53])=[O:52])[CH2:41][C@H:40]1[OH:131])(=[O:37])[CH3:36], predict the reactants needed to synthesize it. The reactants are: [CH2:23]1[C:21](=[O:22])[N:20](OC(CCSSCCC(O[N:20]2[C:25](=O)[CH:24]([S:27](O)(=O)=O)[CH2:23][C:21]2=[O:22])=O)=O)[C:25](=O)[CH:24]1[S:27](O)(=O)=O.[C:35]([NH:38][C@@H:39]1[C@@H:44]([C@H:45]([OH:50])[C@H:46]([OH:49])[CH2:47][OH:48])[O:43][C@:42]([O:54][C@@H:55]2[C@@H:60]([OH:61])[C@H:59]([O:62][C@H:63]3[C@H:68]([OH:69])[C@@H:67]([CH2:70][O:71][C@:72]4([C:89]([OH:91])=[O:90])[CH2:77][C@H:76]([OH:78])[C@@H:75]([NH:79][C:80](=[O:82])[CH3:81])[C@H:74]([C@H:83]([OH:88])[C@H:84]([OH:87])[CH2:85][OH:86])[O:73]4)[O:66][C@@H:65]([O:92][C@H:93]4[C@@H:98]([OH:99])[C@@H:97]([CH2:100][OH:101])[O:96][C@@H:95]([O:102][CH2:103][CH2:104][CH2:105][CH2:106]CN)[C@@H:94]4[OH:109])[C@@H:64]3[NH:110][C:111](=[O:113])[CH3:112])[O:58][C@H:57]([CH2:114][OH:115])[C@@H:56]2[O:116][C@H:117]2[C@H:122]([NH:123][C:124](=[O:126])[CH3:125])[C@@H:121]([OH:127])[C@@H:120]([OH:128])[C@@H:119]([CH2:129][OH:130])[O:118]2)([C:51]([OH:53])=[O:52])[CH2:41][C@H:40]1[OH:131])(=[O:37])[CH3:36].C(S)[C@@H](O)[C@H](O)CS. (8) Given the product [ClH:1].[F:28][C:23]1[CH:22]=[C:21]([CH:26]=[CH:25][C:24]=1[F:27])[C:20]([NH:19][C@H:16]1[CH2:15][CH2:14][C@@H:13]([NH:12][C:2]2[N:7]=[C:6]([CH2:8][F:11])[CH:5]=[CH:4][N:3]=2)[CH2:18][CH2:17]1)=[O:29], predict the reactants needed to synthesize it. The reactants are: [Cl:1][C:2]1[N:7]=[C:6]([C:8]([F:11])(F)F)[CH:5]=[CH:4][N:3]=1.[NH2:12][C@@H:13]1[CH2:18][CH2:17][C@H:16]([NH:19][C:20](=[O:29])[C:21]2[CH:26]=[CH:25][C:24]([F:27])=[C:23]([F:28])[CH:22]=2)[CH2:15][CH2:14]1.C([O-])(O)=O.[Na+]. (9) The reactants are: [CH:1]1([C:4]2[NH:5][C:6]([I:9])=[CH:7][N:8]=2)[CH2:3][CH2:2]1.[CH:10](Br)([CH3:12])[CH3:11]. Given the product [CH:1]1([C:4]2[N:8]([CH:10]([CH3:12])[CH3:11])[CH:7]=[C:6]([I:9])[N:5]=2)[CH2:3][CH2:2]1, predict the reactants needed to synthesize it.